This data is from Forward reaction prediction with 1.9M reactions from USPTO patents (1976-2016). The task is: Predict the product of the given reaction. (1) Given the reactants [CH:1]1[CH:10]=[N:9][C:8]2[C:3](=[C:4]([N+:12]([O-:14])=[O:13])[CH:5]=[CH:6][C:7]=2[OH:11])[CH:2]=1.[OH:15][CH2:16][CH2:17][N:18]1[CH2:22][CH2:21][CH2:20][CH2:19]1, predict the reaction product. The product is: [CH:1]1[CH:10]=[N:9][C:8]2[C:3](=[C:4]([N+:12]([O-:14])=[O:13])[CH:5]=[CH:6][C:7]=2[OH:11])[CH:2]=1.[OH:15][CH2:16][CH2:17][N:18]1[CH2:22][CH2:21][CH2:20][CH2:19]1. (2) Given the reactants [CH3:1][C:2]1[CH:3]=[CH:4][C:5]([C:8]2[CH:9]=[C:10]([CH:15]=[C:16](B3OC(C)(C)C(C)(C)O3)[CH:17]=2)[C:11]([O:13][CH3:14])=[O:12])=[N:6][CH:7]=1.Br[C:28]1[C:33]([C:34]([F:37])([F:36])[F:35])=[CH:32][CH:31]=[CH:30][C:29]=1[F:38].C(=O)([O-])[O-].[Cs+].[Cs+].O.CN(C)C=O, predict the reaction product. The product is: [F:38][C:29]1[CH:30]=[CH:31][CH:32]=[C:33]([C:34]([F:35])([F:36])[F:37])[C:28]=1[C:16]1[CH:17]=[C:8]([C:5]2[CH:4]=[CH:3][C:2]([CH3:1])=[CH:7][N:6]=2)[CH:9]=[C:10]([C:11]([O:13][CH3:14])=[O:12])[CH:15]=1. (3) Given the reactants [CH3:1][C:2]1[CH:3]=[C:4]2[C:9](=O)[NH:8][C:6](=O)[C:5]2=[CH:11][CH:12]=1.CSC.B, predict the reaction product. The product is: [CH3:1][C:2]1[CH:3]=[C:4]2[C:5](=[CH:11][CH:12]=1)[CH2:6][NH:8][CH2:9]2. (4) Given the reactants [C:1]1([C:41]2[CH:46]=[CH:45][CH:44]=[CH:43][CH:42]=2)[CH:6]=[CH:5][C:4]([C:7]([N:9]2[CH2:14][CH2:13][N:12]([C:15]3[C:16]4[CH:38]=[C:37]([CH2:39][CH3:40])[S:36][C:17]=4[N:18]=[C:19]([NH:21][C:22]([CH2:24][NH:25]C(=O)OCC4C=CC=CC=4)=[O:23])[N:20]=3)[CH2:11][CH2:10]2)=[O:8])=[CH:3][CH:2]=1.Br, predict the reaction product. The product is: [NH2:25][CH2:24][C:22]([NH:21][C:19]1[N:20]=[C:15]([N:12]2[CH2:11][CH2:10][N:9]([C:7]([C:4]3[CH:3]=[CH:2][C:1]([C:41]4[CH:42]=[CH:43][CH:44]=[CH:45][CH:46]=4)=[CH:6][CH:5]=3)=[O:8])[CH2:14][CH2:13]2)[C:16]2[CH:38]=[C:37]([CH2:39][CH3:40])[S:36][C:17]=2[N:18]=1)=[O:23]. (5) Given the reactants [CH3:1][O:2][C:3]1[CH:8]=[CH:7][C:6]([C:9]2[C:17]3[C:12](=[C:13]([C:18]([F:21])([F:20])[F:19])[CH:14]=[CH:15][CH:16]=3)[NH:11][N:10]=2)=[C:5]([CH3:22])[CH:4]=1.[H-].[Na+].[CH2:25](Br)[CH:26]=[CH2:27], predict the reaction product. The product is: [CH2:27]([N:10]1[C:9]([C:6]2[CH:7]=[CH:8][C:3]([O:2][CH3:1])=[CH:4][C:5]=2[CH3:22])=[C:17]2[C:12]([C:13]([C:18]([F:21])([F:19])[F:20])=[CH:14][CH:15]=[CH:16]2)=[N:11]1)[CH:26]=[CH2:25]. (6) Given the reactants CC[C:3]([C:5](Cl)=[O:6])=[O:4].[C:8]([NH:12][CH2:13][CH2:14][C:15]#[C:16][C:17]1[S:18][CH:19]=[CH:20][CH:21]=1)([CH3:11])([CH3:10])[CH3:9].C(N([CH2:27][CH3:28])CC)C.C([O:31]CC)C, predict the reaction product. The product is: [C:8]([N:12]([CH2:13][CH2:14][C:15]#[C:16][C:17]1[S:18][CH:19]=[CH:20][CH:21]=1)[C:3](=[O:4])[C:5]([O:6][CH2:27][CH3:28])=[O:31])([CH3:11])([CH3:9])[CH3:10]. (7) Given the reactants [NH:1]([C:3]1[N:4]=[CH:5][CH:6]=[C:7]2[C:12]=1[N:11]=[C:10]([C:13]1[CH:18]=[CH:17][C:16]([C:19]3([NH:23]C(=O)OC(C)(C)C)[CH2:22][CH2:21][CH2:20]3)=[CH:15][CH:14]=1)[C:9]([C:31]1[CH:36]=[CH:35][CH:34]=[CH:33][CH:32]=1)=[CH:8]2)[NH2:2].C1N=CN([C:42](N2C=NC=C2)=[O:43])C=1, predict the reaction product. The product is: [NH2:23][C:19]1([C:16]2[CH:15]=[CH:14][C:13]([C:10]3[C:9]([C:31]4[CH:36]=[CH:35][CH:34]=[CH:33][CH:32]=4)=[CH:8][C:7]4[CH:6]=[CH:5][N:4]5[C:42](=[O:43])[NH:2][N:1]=[C:3]5[C:12]=4[N:11]=3)=[CH:18][CH:17]=2)[CH2:22][CH2:21][CH2:20]1.